From a dataset of Acute oral toxicity (LD50) regression data from Zhu et al.. Regression/Classification. Given a drug SMILES string, predict its toxicity properties. Task type varies by dataset: regression for continuous values (e.g., LD50, hERG inhibition percentage) or binary classification for toxic/non-toxic outcomes (e.g., AMES mutagenicity, cardiotoxicity, hepatotoxicity). Dataset: ld50_zhu. The drug is CCCCC(=O)CC. The rat oral LD50 is 1.62, given as -log10 of the dose in mol/kg body weight (higher means more acutely toxic).